Dataset: Peptide-MHC class I binding affinity with 185,985 pairs from IEDB/IMGT. Task: Regression. Given a peptide amino acid sequence and an MHC pseudo amino acid sequence, predict their binding affinity value. This is MHC class I binding data. (1) The peptide sequence is TIHLATAPK. The MHC is BoLA-T2a with pseudo-sequence BoLA-T2a. The binding affinity (normalized) is 0.445. (2) The binding affinity (normalized) is 0. The peptide sequence is FLKENGGL. The MHC is HLA-A26:01 with pseudo-sequence HLA-A26:01. (3) The MHC is HLA-B53:01 with pseudo-sequence HLA-B53:01. The binding affinity (normalized) is 0.827. The peptide sequence is WVAEIQPQW. (4) The peptide sequence is MSAIVSCRY. The MHC is HLA-B57:01 with pseudo-sequence HLA-B57:01. The binding affinity (normalized) is 0.495.